This data is from Catalyst prediction with 721,799 reactions and 888 catalyst types from USPTO. The task is: Predict which catalyst facilitates the given reaction. (1) Reactant: [F:1][C:2]1[CH:3]=[N:4][CH:5]=[CH:6][C:7]=1[CH2:8][OH:9].[CH3:10][S:11](Cl)(=[O:13])=[O:12]. Product: [F:1][C:2]1[CH:3]=[N:4][CH:5]=[CH:6][C:7]=1[CH2:8][O:9][S:11]([CH3:10])(=[O:13])=[O:12]. The catalyst class is: 2. (2) Reactant: [C:1]([C:4]1[CH:13]=[CH:12][C:11]([OH:14])=[C:10]2[C:5]=1[CH:6]=[CH:7][C:8](=[O:15])[NH:9]2)(=[O:3])[CH3:2].C(=O)([O-])[O-].[K+].[K+].[CH3:22][O:23][C:24]1[CH:31]=[CH:30][C:27]([CH2:28]Cl)=[CH:26][CH:25]=1. The catalyst class is: 9. Product: [C:1]([C:4]1[CH:13]=[CH:12][C:11]([O:14][CH2:28][C:27]2[CH:30]=[CH:31][C:24]([O:23][CH3:22])=[CH:25][CH:26]=2)=[C:10]2[C:5]=1[CH:6]=[CH:7][C:8](=[O:15])[NH:9]2)(=[O:3])[CH3:2]. (3) Reactant: [CH3:1][O:2][C:3]1[CH:4]=[C:5]2[C:9](=[CH:10][CH:11]=1)[NH:8][CH:7]=[CH:6]2.C(O)(=O)C.C([BH3-])#N.[Na+].[OH-].[Na+]. Product: [CH3:1][O:2][C:3]1[CH:4]=[C:5]2[C:9](=[CH:10][CH:11]=1)[NH:8][CH2:7][CH2:6]2. The catalyst class is: 6. (4) Reactant: CC(C1C(OC)=C(C(C)(C)C)C=C(P(C2C=C(C(C)(C)C)C(OC)=C(C(C)(C)C)C=2)[C:18]2[CH:23]=[CH:22][C:21]3OCO[C:20]=3[C:19]=2[C:27]2C3OCOC=3C=[CH:29][C:28]=2P(C2C=C(C(C)(C)C)C(OC)=C(C(C)(C)C)C=2)C2C=C(C(C)(C)C)C(OC)=C(C(C)(C)C)C=2)C=1)(C)C.[F-].C([O:88][SiH](OCC)OCC)C.C(=O)C1C=CC=CC=1.C([Si](OC)(OC)OC)=C.[F-].C([N+](CCCC)(CCCC)CCCC)CCC. Product: [C:19]1([CH:27]([OH:88])[CH:28]=[CH2:29])[CH:20]=[CH:21][CH:22]=[CH:23][CH:18]=1. The catalyst class is: 136. (5) Reactant: [Cl:1][C:2]1[CH:9]=[C:6]([CH:7]=O)[C:5]([OH:10])=[CH:4][CH:3]=1.[F:11][C:12]([F:21])([F:20])/[CH:13]=[CH:14]/[C:15]([O:17][CH2:18][CH3:19])=[O:16].C([O-])([O-])=O.[K+].[K+]. Product: [Cl:1][C:2]1[CH:9]=[C:6]2[C:5](=[CH:4][CH:3]=1)[O:10][CH:13]([C:12]([F:11])([F:21])[F:20])[C:14]([C:15]([O:17][CH2:18][CH3:19])=[O:16])=[CH:7]2. The catalyst class is: 18. (6) Reactant: [Br:1][C:2]1[CH:3]=[CH:4][C:5]([Cl:11])=[C:6]([CH:10]=1)[C:7](O)=[O:8].[Cl-:12]. Product: [Br:1][C:2]1[CH:3]=[CH:4][C:5]([Cl:11])=[C:6]([CH:10]=1)[C:7]([Cl:12])=[O:8]. The catalyst class is: 139.